From a dataset of Full USPTO retrosynthesis dataset with 1.9M reactions from patents (1976-2016). Predict the reactants needed to synthesize the given product. (1) Given the product [N+:1]([C:4]1[CH:10]=[CH:9][C:7]([NH:8][C:18](=[O:22])[C:19]([CH3:21])=[CH2:20])=[CH:6][CH:5]=1)([O-:3])=[O:2], predict the reactants needed to synthesize it. The reactants are: [N+:1]([C:4]1[CH:10]=[CH:9][C:7]([NH2:8])=[CH:6][CH:5]=1)([O-:3])=[O:2].C(N(CC)CC)C.[C:18](Cl)(=[O:22])[C:19]([CH3:21])=[CH2:20]. (2) Given the product [CH2:36]([N:38]1[CH2:43][CH2:42][N:41]([C@:44]([C:68](=[O:71])[NH2:69])([OH:11])[CH2:45][NH:46][C:47](=[O:67])[C:48]2[CH:53]=[CH:52][C:51]([O:54][CH2:55][C:56]3[C:65]4[C:60](=[CH:61][CH:62]=[CH:63][CH:64]=4)[N:59]=[C:58]([CH3:66])[CH:57]=3)=[CH:50][CH:49]=2)[CH2:40][CH2:39]1)[CH3:37], predict the reactants needed to synthesize it. The reactants are: C(N1CCN([C@@H](CNC(=O)C2C=CC(OCC3C4C(=CC=CC=4)N=C(C)C=3)=CC=2)C(O)=[O:11])CC1)C.[CH2:36]([N:38]1[CH2:43][CH2:42][N:41]([C@H:44]([C:68](=[O:71])[NH:69]O)[CH2:45][NH:46][C:47](=[O:67])[C:48]2[CH:53]=[CH:52][C:51]([O:54][CH2:55][C:56]3[C:65]4[C:60](=[CH:61][CH:62]=[CH:63][CH:64]=4)[N:59]=[C:58]([CH3:66])[CH:57]=3)=[CH:50][CH:49]=2)[CH2:40][CH2:39]1)[CH3:37]. (3) Given the product [Br:1][C:2]1[CH:3]=[CH:4][C:5](/[CH:8]=[CH:9]/[CH2:10][OH:11])=[N:6][CH:7]=1, predict the reactants needed to synthesize it. The reactants are: [Br:1][C:2]1[CH:3]=[CH:4][C:5]([C:8]#[C:9][CH2:10][OH:11])=[N:6][CH:7]=1.[H-].[Al+3].[Li+].[H-].[H-].[H-].O.[OH-].[Na+].